Dataset: Forward reaction prediction with 1.9M reactions from USPTO patents (1976-2016). Task: Predict the product of the given reaction. (1) The product is: [CH3:11][C:9]1[S:10][C:6]([C:4]([OH:5])=[O:3])=[C:7]([C:12]2[CH:17]=[CH:16][CH:15]=[CH:14][C:13]=2[CH3:18])[N:8]=1. Given the reactants C([O:3][C:4]([C:6]1[S:10][C:9]([CH3:11])=[N:8][C:7]=1[C:12]1[CH:17]=[CH:16][CH:15]=[CH:14][C:13]=1[CH3:18])=[O:5])C.[OH-].[K+], predict the reaction product. (2) Given the reactants [C:1]1([C:7]2[CH:16]=[C:15]3[C:10]([CH:11]=[CH:12][CH:13]=[N:14]3)=[CH:9][N:8]=2)[CH:6]=[CH:5][CH:4]=[CH:3][CH:2]=1, predict the reaction product. The product is: [C:1]1([C:7]2[CH:16]=[C:15]3[C:10]([CH2:11][CH2:12][CH2:13][NH:14]3)=[CH:9][N:8]=2)[CH:2]=[CH:3][CH:4]=[CH:5][CH:6]=1. (3) Given the reactants [Cl:1][C:2]1[CH:7]=[CH:6][C:5]([OH:8])=[CH:4][C:3]=1[C:9]([NH:11][CH2:12][C:13]1[CH:22]=[CH:21][C:16]([C:17]([O:19][CH3:20])=[O:18])=[CH:15][CH:14]=1)=[O:10].C1(P(C2C=CC=CC=2)C2C=CC=CC=2)C=CC=CC=1.[CH3:42][C:43]1[C:48]([CH2:49]O)=[CH:47][CH:46]=[CH:45][N:44]=1.CC(OC(/N=N/C(OC(C)C)=O)=O)C, predict the reaction product. The product is: [Cl:1][C:2]1[CH:7]=[CH:6][C:5]([O:8][CH2:49][C:48]2[C:43]([CH3:42])=[N:44][CH:45]=[CH:46][CH:47]=2)=[CH:4][C:3]=1[C:9]([NH:11][CH2:12][C:13]1[CH:14]=[CH:15][C:16]([C:17]([O:19][CH3:20])=[O:18])=[CH:21][CH:22]=1)=[O:10]. (4) Given the reactants [H-].[Na+].O1CCCC1.[NH:8]1[CH2:13][CH2:12][CH2:11][CH2:10][C:9]1=[O:14].Br[CH2:16][CH2:17][CH2:18][O:19][Si:20]([C:23]([CH3:26])([CH3:25])[CH3:24])([CH3:22])[CH3:21], predict the reaction product. The product is: [Si:20]([O:19][CH2:18][CH2:17][CH2:16][N:8]1[CH2:13][CH2:12][CH2:11][CH2:10][C:9]1=[O:14])([C:23]([CH3:24])([CH3:25])[CH3:26])([CH3:22])[CH3:21]. (5) Given the reactants [N:1]1([S:6]([C:9]2[CH:14]=[CH:13][CH:12]=[CH:11][C:10]=2[CH2:15][NH2:16])(=[O:8])=[O:7])[CH2:5][CH2:4][CH2:3][CH2:2]1.O1CCOCC1.[ClH:23], predict the reaction product. The product is: [ClH:23].[N:1]1([S:6]([C:9]2[CH:14]=[CH:13][CH:12]=[CH:11][C:10]=2[CH2:15][NH2:16])(=[O:8])=[O:7])[CH2:2][CH2:3][CH2:4][CH2:5]1. (6) Given the reactants C([Si](C)(C)[O:6][CH2:7][C@@H:8]([O:19][CH:20]1[CH2:25][CH2:24][CH2:23][CH2:22][O:21]1)[CH2:9][N:10]1[CH:14]=[C:13]([N+:15]([O-:17])=[O:16])[N:12]=[C:11]1Cl)(C)(C)C.CCCC[N+](CCCC)(CCCC)CCCC.[F-], predict the reaction product. The product is: [N+:15]([C:13]1[N:12]=[C:11]2[N:10]([CH:14]=1)[CH2:9][C@H:8]([O:19][CH:20]1[CH2:25][CH2:24][CH2:23][CH2:22][O:21]1)[CH2:7][O:6]2)([O-:17])=[O:16]. (7) Given the reactants [F:1][C:2]1([CH2:6][N:7]2[CH2:12][CH2:11][CH:10]([CH2:13][O:14][C:15]3[CH:20]=[CH:19][C:18]([C:21]4[CH:26]=[CH:25][C:24](C(O)=O)=[CH:23][CH:22]=4)=[CH:17][CH:16]=3)[CH2:9][CH2:8]2)[CH2:5][CH2:4][CH2:3]1.CCN=C=NCCC[N:38]([CH3:40])C.C1C=CC2N([OH:50])N=NC=2C=1.CCN([CH:57]([CH3:59])C)C(C)C.[CH3:60][N:61]([CH:63]=[O:64])[CH3:62], predict the reaction product. The product is: [F:1][C:2]1([CH2:6][N:7]2[CH2:12][CH2:11][CH:10]([CH2:13][O:14][C:15]3[CH:20]=[CH:19][C:18]([C:21]4[C:26]([C:63]([N:61]5[CH2:62][CH2:59][CH2:57][C@H:60]5[C:40]([NH2:38])=[O:50])=[O:64])=[CH:25][CH:24]=[CH:23][CH:22]=4)=[CH:17][CH:16]=3)[CH2:9][CH2:8]2)[CH2:5][CH2:4][CH2:3]1.